The task is: Binary Classification. Given a miRNA mature sequence and a target amino acid sequence, predict their likelihood of interaction.. This data is from Experimentally validated miRNA-target interactions with 360,000+ pairs, plus equal number of negative samples. (1) The miRNA is hsa-miR-3152-3p with sequence UGUGUUAGAAUAGGGGCAAUAA. The protein sequence of the target gene is MSHRKFSAPRHGHLGFLPHKRSHRHRGKVKTWPRDDPSQPVHLTAFLGYKAGMTHTLREVHRPGLKISKREEVEAVTIVETPPLVVVGVVGYVATPRGLRSFKTIFAEHLSDECRRRFYKDWHKSKKKAFTKACKRWRDTDGKKQLQKDFAAMKKYCKVIRVIVHTQMKLLPFRQKKAHIMEIQLNGGTVAEKVAWAQARLEKQVPVHSVFSQSEVIDVIAVTKGRGVKGVTSRWHTKKLPRKTHKGLRKVACIGAWHPARVGCSIARAGQKGYHHRTELNKKIFRIGRGPHMEDGKLVK.... Result: 0 (no interaction). (2) The miRNA is mmu-miR-3473c with sequence UCUCUCCAGCCCCCAUAAUAAG. The protein sequence of the target gene is MVQSCSAYGCKNRYDKDKPVSFHKFPLTRPSLCKQWEAAVKRKNFKPTKYSSICSEHFTPDCFKRECNNKLLKENAVPTIFLYIEPHEKKEDLESQEQLPSPSPPASQVDAAIGLLMPPLQTPDNLSVFCDHNYTVEDTMHQRKRILQLEQQVEKLRKKLKTAQQRCRRQERQLEKLKEVVHFQREKDDASERGYVILPNDYFEIVEVPA. Result: 1 (interaction). (3) The miRNA is hsa-miR-214-3p with sequence ACAGCAGGCACAGACAGGCAGU. The protein sequence of the target gene is MEAQQALVASKDGDMATLERLFEAGALRPDITDDLGAGLVHHATRAGHLDCVKFLVQRAKLPGNQQAHNGATPVHDAAATGNLAELCWLVRDAGCGLQDQDASGVSPLHLAARFGHPALVEWLLREGHAATLETLEGALPLHHAAVSGDLTCLKLLTAAHSSGVNQRTCSGASPLYLACQEGHLHLAQFLVKDCGADVRLRALDGMSSLHAAAAHGHYSLVVWLVTFTDIGLTARDNEGATALHFAARGGHTPILDRLLLMGAPIMRDSWGGTPLHDAAENGHMECCQTLLSHHVDPFLR.... Result: 0 (no interaction). (4) The miRNA is hsa-miR-6751-3p with sequence ACUGAGCCUCUCUCUCUCCAG. The protein sequence of the target gene is MPVWGGGNKCGACGRTVYHAEEVQCDGRSFHRCCFLCMVCRKNLDSTTVAIHDEEIYCKSCYGKKYGPKGYGYGQGAGTLNMDRGERLGIKPESVQPHRPTTNPNTSKFAQKYGGAEKCSRCGDSVYAAEKIIGAGKPWHKNCFRCAKCGKSLESTTLTEKEGEIYCKGCYAKNFGPKGFGYGQGAGALVHAQ. Result: 0 (no interaction). (5) The miRNA is hsa-miR-3184-3p with sequence AAAGUCUCGCUCUCUGCCCCUCA. The protein sequence of the target gene is MRGSHRAAPALRPRGRLWPVLAVLAAAAAAGCAQAAMDECTDEGGRPQRCMPEFVNAAFNVTVVATNTCGTPPEEYCVQTGVTGVTKSCHLCDAGQPHLQHGAAFLTDYNNQADTTWWQSQTMLAGVQYPSSINLTLHLGKAFDITYVRLKFHTSRPESFAIYKRTREDGPWIPYQYYSGSCENTYSKANRGFIRTGGDEQQALCTDEFSDISPLTGGNVAFSTLEGRPSAYNFDNSPVLQEWVTATDIRVTLNRLNTFGDEVFNDPKVLKSYYYAISDFAVGGRCKCNGHASECMKNEF.... Result: 0 (no interaction). (6) The miRNA is hsa-miR-6871-3p with sequence CAGCACCCUGUGGCUCCCACAG. The protein sequence of the target gene is MEGESSRFEIHTPVSDKKKKKCSIHKERPQKHSHEIFRDSSLVNEQSQITRRKKRKKDFQHLISSPLKKSRICDETANATSTLKKRKKRRYSALEVDEEAGVTVVLVDKENINNTPKHFRKDVDVVCVDMSIEQKLPRKPKTDKFQVLAKSHAHKSEALHSKVREKKNKKHQRKAASWESQRARDTLPQSESHQEESWLSVGPGGEITELPASAHKNKSKKKKKKSSNREYETLAMPEGSQAGREAGTDMQESQPTVGLDDETPQLLGPTHKKKSKKKKKKKSNHQEFEALAMPEGSQVG.... Result: 0 (no interaction).